This data is from Forward reaction prediction with 1.9M reactions from USPTO patents (1976-2016). The task is: Predict the product of the given reaction. (1) The product is: [C:8]([C:10]1[CH:11]=[CH:12][C:13]([CH:16]2[N:21]([CH2:22][C:23]([NH2:3])=[O:25])[C:20](=[O:26])[N:19]([C:27]3[CH:32]=[CH:31][CH:30]=[C:29]([C:33]([F:36])([F:34])[F:35])[CH:28]=3)[C:18]3[CH2:37][CH2:38][N:39]([CH3:42])[C:40](=[O:41])[C:17]2=3)=[CH:14][CH:15]=1)#[N:9]. Given the reactants C([N:3](CC)CC)C.[C:8]([C:10]1[CH:15]=[CH:14][C:13]([CH:16]2[N:21]([CH2:22][C:23]([OH:25])=O)[C:20](=[O:26])[N:19]([C:27]3[CH:32]=[CH:31][CH:30]=[C:29]([C:33]([F:36])([F:35])[F:34])[CH:28]=3)[C:18]3[CH2:37][CH2:38][N:39]([CH3:42])[C:40](=[O:41])[C:17]2=3)=[CH:12][CH:11]=1)#[N:9].F[P-](F)(F)(F)(F)F.N1(OC(N(C)C)=[N+](C)C)C2N=CC=CC=2N=N1.N.[Cl-].[NH4+], predict the reaction product. (2) Given the reactants [CH2:1]([C@H:3]1[N:12]([C:13](=[O:22])[C:14]2[CH:19]=[CH:18][C:17]([O:20][CH3:21])=[CH:16][CH:15]=2)[C:11]2[C:6](=[CH:7][CH:8]=[C:9]([F:23])[CH:10]=2)[NH:5][C:4]1=[O:24])[CH3:2].[CH:25](I)([CH3:27])[CH3:26].C(N1C2C(=CC(F)=CC=2)N(C(=O)C2C=CC=C(OC)C=2)[C@H](CC)C1=O)C, predict the reaction product. The product is: [CH2:1]([C@H:3]1[N:12]([C:13](=[O:22])[C:14]2[CH:19]=[CH:18][C:17]([O:20][CH3:21])=[CH:16][CH:15]=2)[C:11]2[C:6](=[CH:7][CH:8]=[C:9]([F:23])[CH:10]=2)[N:5]([CH:25]([CH3:27])[CH3:26])[C:4]1=[O:24])[CH3:2]. (3) Given the reactants [CH2:1]([C:5]1([CH3:15])[C:10](=[O:11])[N:9]([CH3:12])[C:8](=[O:13])[NH:7][C:6]1=[O:14])/[CH:2]=[CH:3]/[CH3:4].[H-].[Na+].Br[CH2:19][C:20]([C:22]1[CH:27]=[CH:26][CH:25]=[CH:24][CH:23]=1)=[O:21], predict the reaction product. The product is: [CH2:1]([C:5]1([CH3:15])[C:10](=[O:11])[N:9]([CH3:12])[C:8](=[O:13])[N:7]([CH2:19][C:20](=[O:21])[C:22]2[CH:27]=[CH:26][CH:25]=[CH:24][CH:23]=2)[C:6]1=[O:14])/[CH:2]=[CH:3]/[CH3:4]. (4) The product is: [CH2:31]([NH:38][C:41](=[O:44])[CH:6]([CH:8]1[CH2:13][CH2:12][CH2:11][CH2:10][CH2:9]1)[N:7]1[C:8]2[CH:13]=[C:12]([F:14])[C:11]([F:15])=[CH:10][C:9]=2[N:16]=[C:22]1[C:21]1[C:20]([O:19][CH3:18])=[N:28][C:27]([O:29][CH3:30])=[CH:26][CH:25]=1)[C:32]1[CH:37]=[CH:36][CH:35]=[CH:34][CH:33]=1. Given the reactants C(O[C:6](=O)[NH:7][C:8]1[CH:13]=[C:12]([F:14])[C:11]([F:15])=[CH:10][C:9]=1[NH2:16])(C)(C)C.[CH3:18][O:19][C:20]1[N:28]=[C:27]([O:29][CH3:30])[CH:26]=[CH:25][C:21]=1[C:22](O)=O.[CH2:31]([N+:38]#[C-])[C:32]1[CH:37]=[CH:36][CH:35]=[CH:34][CH:33]=1.Cl.[C:41](=[O:44])(O)[O-].[Na+], predict the reaction product. (5) Given the reactants Br[C:2]1[CH:3]=[C:4]([N+:15]([O-:17])=[O:16])[CH:5]=[C:6]2[C:10]=1[N:9]([CH2:11][CH:12]([CH3:14])[CH3:13])[CH:8]=[CH:7]2.[CH3:18][O:19][CH2:20]/[CH:21]=[CH:22]/B1OC(C)(C)C(C)(C)O1.P([O-])([O-])([O-])=O.[K+].[K+].[K+].O1CCOCC1, predict the reaction product. The product is: [CH3:18][O:19][CH2:20]/[CH:21]=[CH:22]/[C:2]1[CH:3]=[C:4]([N+:15]([O-:17])=[O:16])[CH:5]=[C:6]2[C:10]=1[N:9]([CH2:11][CH:12]([CH3:14])[CH3:13])[CH:8]=[CH:7]2.